This data is from Forward reaction prediction with 1.9M reactions from USPTO patents (1976-2016). The task is: Predict the product of the given reaction. (1) Given the reactants [NH2:1][C@H:2]1[CH2:8][CH2:7][CH2:6][N:5]([C:9]2[N:13]([CH3:14])[N:12]=[CH:11][C:10]=2[NH:15][C:16]([C:18]2[N:19]=[C:20]([C:31]3[C:36]([F:37])=[CH:35][CH:34]=[CH:33][C:32]=3[F:38])[S:21][C:22]=2[NH:23][C:24](=[O:30])[O:25][C:26]([CH3:29])([CH3:28])[CH3:27])=[O:17])[CH2:4][CH2:3]1.I[CH2:40][C:41]1([CH3:45])[CH2:44][O:43][CH2:42]1.C(=O)([O-])[O-].[K+].[K+].O, predict the reaction product. The product is: [F:38][C:32]1[CH:33]=[CH:34][CH:35]=[C:36]([F:37])[C:31]=1[C:20]1[S:21][C:22]([NH:23][C:24](=[O:30])[O:25][C:26]([CH3:29])([CH3:28])[CH3:27])=[C:18]([C:16](=[O:17])[NH:15][C:10]2[CH:11]=[N:12][N:13]([CH3:14])[C:9]=2[N:5]2[CH2:6][CH2:7][CH2:8][C@@H:2]([NH:1][CH2:40][C:41]3([CH3:45])[CH2:44][O:43][CH2:42]3)[CH2:3][CH2:4]2)[N:19]=1. (2) Given the reactants [NH2:1][C@@H:2]([CH3:18])[CH2:3][N:4]1[CH:8]=[CH:7][C:6]([C:9]2[CH:16]=[CH:15][C:12]([C:13]#[N:14])=[C:11]([Cl:17])[CH:10]=2)=[N:5]1.[CH3:19][C:20]1[N:24]=[C:23]([C:25](O)=[O:26])[O:22][N:21]=1, predict the reaction product. The product is: [Cl:17][C:11]1[CH:10]=[C:9]([C:6]2[CH:7]=[CH:8][N:4]([CH2:3][C@@H:2]([NH:1][C:25]([C:23]3[O:22][N:21]=[C:20]([CH3:19])[N:24]=3)=[O:26])[CH3:18])[N:5]=2)[CH:16]=[CH:15][C:12]=1[C:13]#[N:14]. (3) The product is: [CH3:38][S:35]([OH:39])(=[O:37])=[O:36].[Cl:17][C:12]1[CH:11]=[C:10]([CH:15]=[CH:14][C:13]=1[F:16])[C:9]([NH:8][C@H:5]1[CH2:4][CH2:3][C@@H:2]([NH:1][C:20]2[N:25]=[C:24]([N:26]([CH3:28])[CH3:27])[C:23]([CH3:29])=[CH:22][N:21]=2)[CH2:7][CH2:6]1)=[O:18]. Given the reactants [NH2:1][C@@H:2]1[CH2:7][CH2:6][C@H:5]([NH:8][C:9](=[O:18])[C:10]2[CH:15]=[CH:14][C:13]([F:16])=[C:12]([Cl:17])[CH:11]=2)[CH2:4][CH2:3]1.Cl[C:20]1[N:25]=[C:24]([N:26]([CH3:28])[CH3:27])[C:23]([CH3:29])=[CH:22][N:21]=1.C([O-])(O)=O.[Na+].[S:35]([OH:39])([CH3:38])(=[O:37])=[O:36], predict the reaction product. (4) Given the reactants Cl[C:2]1[CH:21]=[CH:20][C:5]([C:6]([NH:8][C:9]2[S:10][C:11]3[CH:17]=[C:16]([O:18][CH3:19])[CH:15]=[CH:14][C:12]=3[N:13]=2)=[O:7])=[CH:4][CH:3]=1.[CH3:22][O:23][C:24]1[CH:29]=[CH:28][C:27]([NH2:30])=[CH:26][CH:25]=1.CC(C1C=C(C(C)C)C(C2C=CC=CC=2P(C2CCCCC2)C2CCCCC2)=C(C(C)C)C=1)C.C(=O)([O-])[O-].[K+].[K+], predict the reaction product. The product is: [CH3:19][O:18][C:16]1[CH:15]=[CH:14][C:12]2[N:13]=[C:9]([NH:8][C:6](=[O:7])[C:5]3[CH:20]=[CH:21][C:2]([NH:30][C:27]4[CH:28]=[CH:29][C:24]([O:23][CH3:22])=[CH:25][CH:26]=4)=[CH:3][CH:4]=3)[S:10][C:11]=2[CH:17]=1. (5) The product is: [CH3:14][C:12]1[CH:13]=[C:5]([C:3]([NH:28][NH2:29])=[O:2])[CH:6]=[C:7]2[C:11]=1[C:10](=[O:15])[N:9]([CH2:16][C:17]1[CH:22]=[CH:21][C:20]([O:23][C:24]([F:27])([F:26])[F:25])=[CH:19][CH:18]=1)[CH2:8]2. Given the reactants C[O:2][C:3]([C:5]1[CH:6]=[C:7]2[C:11](=[C:12]([CH3:14])[CH:13]=1)[C:10](=[O:15])[N:9]([CH2:16][C:17]1[CH:22]=[CH:21][C:20]([O:23][C:24]([F:27])([F:26])[F:25])=[CH:19][CH:18]=1)[CH2:8]2)=O.[NH2:28][NH2:29], predict the reaction product.